From a dataset of Forward reaction prediction with 1.9M reactions from USPTO patents (1976-2016). Predict the product of the given reaction. (1) Given the reactants [CH3:1][O:2][C:3]1[CH:8]=[CH:7][CH:6]=[CH:5][C:4]=1[N:9]1[CH2:14][CH2:13][N:12]([CH2:15][C@H:16]([NH2:24])[CH2:17][C:18]2[CH:23]=[CH:22][CH:21]=[CH:20][N:19]=2)[CH2:11][CH2:10]1.C(N(CC)CC)C.[CH:32]1([C:38](Cl)=[O:39])[CH2:37][CH2:36][CH2:35][CH2:34][CH2:33]1, predict the reaction product. The product is: [CH3:1][O:2][C:3]1[CH:8]=[CH:7][CH:6]=[CH:5][C:4]=1[N:9]1[CH2:14][CH2:13][N:12]([CH2:15][C@H:16]([NH:24][C:38]([CH:32]2[CH2:37][CH2:36][CH2:35][CH2:34][CH2:33]2)=[O:39])[CH2:17][C:18]2[CH:23]=[CH:22][CH:21]=[CH:20][N:19]=2)[CH2:11][CH2:10]1. (2) Given the reactants [CH3:1][O:2][C:3]1[CH:4]=[C:5]([CH:28]=[C:29]([O:33][CH3:34])[C:30]=1[O:31][CH3:32])[C:6]([N:8]1[CH2:12][CH2:11][C:10]([C:20]2[CH:25]=[CH:24][C:23]([O:26][CH3:27])=[CH:22][CH:21]=2)([CH2:13][CH2:14]OS(C)(=O)=O)[CH2:9]1)=[O:7].[CH2:35]([O:37][CH2:38][CH2:39][N:40]1[C:44]2[CH:45]=[CH:46][CH:47]=[CH:48][C:43]=2[N:42]=[C:41]1[N:49]1[CH2:55][CH2:54][CH2:53][NH:52][CH2:51][CH2:50]1)[CH3:36].C(N(CC)C(C)C)(C)C.C(OCC)(=O)C, predict the reaction product. The product is: [CH3:34][O:33][C:29]1[CH:28]=[C:5]([CH:4]=[C:3]([O:2][CH3:1])[C:30]=1[O:31][CH3:32])[C:6]([N:8]1[CH2:12][CH2:11][C:10]([CH2:13][CH2:14][N:52]2[CH2:53][CH2:54][CH2:55][N:49]([C:41]3[N:40]([CH2:39][CH2:38][O:37][CH2:35][CH3:36])[C:44]4[CH:45]=[CH:46][CH:47]=[CH:48][C:43]=4[N:42]=3)[CH2:50][CH2:51]2)([C:20]2[CH:21]=[CH:22][C:23]([O:26][CH3:27])=[CH:24][CH:25]=2)[CH2:9]1)=[O:7]. (3) Given the reactants [C:1]([C:4]1[CH:9]=[CH:8][C:7]([B:10]([OH:12])[OH:11])=[CH:6][CH:5]=1)(=O)[CH3:2].[NH:13]1[CH2:17][CH2:16][CH2:15][CH2:14]1, predict the reaction product. The product is: [N:13]1([CH:1]([C:4]2[CH:9]=[CH:8][C:7]([B:10]([OH:12])[OH:11])=[CH:6][CH:5]=2)[CH3:2])[CH2:17][CH2:16][CH2:15][CH2:14]1.